Dataset: Peptide-MHC class I binding affinity with 185,985 pairs from IEDB/IMGT. Task: Regression. Given a peptide amino acid sequence and an MHC pseudo amino acid sequence, predict their binding affinity value. This is MHC class I binding data. (1) The peptide sequence is KSKPRIHGY. The MHC is HLA-B51:01 with pseudo-sequence HLA-B51:01. The binding affinity (normalized) is 0.0847. (2) The peptide sequence is LPSLIKTILA. The MHC is HLA-B53:01 with pseudo-sequence HLA-B53:01. The binding affinity (normalized) is 0.299. (3) The peptide sequence is YQSMIRPPY. The MHC is HLA-A02:01 with pseudo-sequence HLA-A02:01. The binding affinity (normalized) is 0.0847.